From a dataset of Full USPTO retrosynthesis dataset with 1.9M reactions from patents (1976-2016). Predict the reactants needed to synthesize the given product. (1) Given the product [CH2:41]([N:29]1[CH:30]=[C:31]([C:33]2[CH:38]=[CH:37][C:36]([Cl:39])=[CH:35][C:34]=2[Cl:40])[N:32]=[C:28]1[C@@H:18]([NH:19][C:20](=[O:27])[CH2:21][CH2:22][CH2:23][C:24](=[O:26])[N:47]([CH3:48])[CH3:46])[CH2:17][C:14]1[CH:13]=[CH:12][C:11]([O:10][C:7]2[CH:8]=[CH:9][C:4]([C:3]([OH:2])=[O:45])=[CH:5][CH:6]=2)=[CH:16][CH:15]=1)[CH2:42][CH2:43][CH3:44], predict the reactants needed to synthesize it. The reactants are: C[O:2][C:3](=[O:45])[C:4]1[CH:9]=[CH:8][C:7]([O:10][C:11]2[CH:16]=[CH:15][C:14]([CH2:17][C@@H:18]([C:28]3[N:29]([CH2:41][CH2:42][CH2:43][CH3:44])[CH:30]=[C:31]([C:33]4[CH:38]=[CH:37][C:36]([Cl:39])=[CH:35][C:34]=4[Cl:40])[N:32]=3)[NH:19][C:20](=[O:27])[CH2:21][CH2:22][CH2:23][C:24]([OH:26])=O)=[CH:13][CH:12]=2)=[CH:6][CH:5]=1.[CH3:46][NH:47][CH3:48]. (2) Given the product [CH:27]1([CH2:31][N:32]2[CH:36]=[C:35]([C:2]3[CH:11]=[C:10]4[C:5]([CH2:6][CH:7]([CH3:26])[N:8]([C:12]5[CH:17]=[C:16]([N:18]6[CH2:23][CH2:22][N:21]([CH3:24])[CH2:20][CH2:19]6)[N:15]=[C:14]([NH2:25])[N:13]=5)[CH2:9]4)=[CH:4][CH:3]=3)[CH:34]=[N:33]2)[CH2:30][CH2:29][CH2:28]1, predict the reactants needed to synthesize it. The reactants are: Br[C:2]1[CH:11]=[C:10]2[C:5]([CH2:6][CH:7]([CH3:26])[N:8]([C:12]3[CH:17]=[C:16]([N:18]4[CH2:23][CH2:22][N:21]([CH3:24])[CH2:20][CH2:19]4)[N:15]=[C:14]([NH2:25])[N:13]=3)[CH2:9]2)=[CH:4][CH:3]=1.[CH:27]1([CH2:31][N:32]2[CH:36]=[C:35](B3OC(C)(C)C(C)(C)O3)[CH:34]=[N:33]2)[CH2:30][CH2:29][CH2:28]1.C(=O)(O)[O-].[Na+].O1CCOCC1. (3) Given the product [F:19][C:20]([F:31])([F:30])[C:21]1[CH:26]=[CH:25][C:24]([C:2]2[CH:3]=[C:4]([N:8]3[CH2:16][CH:15]4[CH2:17][N:11]5[CH2:12][CH:13]([CH2:18][CH:9]3[CH2:10]5)[CH2:14]4)[CH:5]=[N:6][CH:7]=2)=[CH:23][CH:22]=1, predict the reactants needed to synthesize it. The reactants are: Br[C:2]1[CH:3]=[C:4]([N:8]2[CH2:16][CH:15]3[CH2:17][N:11]4[CH2:12][CH:13]([CH2:18][CH:9]2[CH2:10]4)[CH2:14]3)[CH:5]=[N:6][CH:7]=1.[F:19][C:20]([F:31])([F:30])[C:21]1[CH:26]=[CH:25][C:24](B(O)O)=[CH:23][CH:22]=1. (4) Given the product [F:30][C:26]1[CH:25]=[C:24]([C:23]2[C:22]3[C:17](=[CH:18][CH:19]=[CH:20][CH:21]=3)[C:16]([C:31]#[N:32])=[N:15][C:14]=2[CH:12]([NH:11][C:2]2[N:10]=[CH:9][N:8]=[C:7]3[C:3]=2[N:4]=[CH:5][NH:6]3)[CH3:13])[CH:29]=[CH:28][CH:27]=1, predict the reactants needed to synthesize it. The reactants are: Br[C:2]1[N:10]=[CH:9][N:8]=[C:7]2[C:3]=1[N:4]=[CH:5][NH:6]2.[NH2:11][CH:12]([C:14]1[N:15]=[C:16]([C:31]#[N:32])[C:17]2[C:22]([C:23]=1[C:24]1[CH:29]=[CH:28][CH:27]=[C:26]([F:30])[CH:25]=1)=[CH:21][CH:20]=[CH:19][CH:18]=2)[CH3:13].C(N(CC)C(C)C)(C)C.